From a dataset of Peptide-MHC class II binding affinity with 134,281 pairs from IEDB. Regression. Given a peptide amino acid sequence and an MHC pseudo amino acid sequence, predict their binding affinity value. This is MHC class II binding data. (1) The MHC is HLA-DQA10101-DQB10501 with pseudo-sequence HLA-DQA10101-DQB10501. The peptide sequence is SQDLFLSWNLNGLQAY. The binding affinity (normalized) is 0.570. (2) The peptide sequence is AFASGFRAINPTMRQ. The MHC is HLA-DQA10301-DQB10302 with pseudo-sequence HLA-DQA10301-DQB10302. The binding affinity (normalized) is 0.313. (3) The peptide sequence is SQDLELSWNHNGLQAY. The MHC is HLA-DQA10301-DQB10302 with pseudo-sequence HLA-DQA10301-DQB10302. The binding affinity (normalized) is 0.245. (4) The peptide sequence is KRHRLIGAVVLAVSV. The MHC is DRB1_1201 with pseudo-sequence DRB1_1201. The binding affinity (normalized) is 0.470. (5) The MHC is DRB1_0301 with pseudo-sequence DRB1_0301. The peptide sequence is VHVSFVMAYPEMLAA. The binding affinity (normalized) is 0.362. (6) The peptide sequence is KIKQKTKQIGNRPGP. The MHC is H-2-IEd with pseudo-sequence H-2-IEd. The binding affinity (normalized) is 0.0662. (7) The peptide sequence is SEFIKFAEGRRGAAE. The MHC is DRB1_1101 with pseudo-sequence DRB1_1101. The binding affinity (normalized) is 0.797. (8) The peptide sequence is GSLKTALTGAMRVTK. The MHC is DRB1_0901 with pseudo-sequence DRB1_0901. The binding affinity (normalized) is 0.674. (9) The peptide sequence is ARMWIQAATTMASYQ. The MHC is DRB1_1302 with pseudo-sequence DRB1_1302. The binding affinity (normalized) is 0.324. (10) The peptide sequence is DEHIILYLVNFDKDR. The MHC is DRB4_0101 with pseudo-sequence DRB4_0103. The binding affinity (normalized) is 0.676.